Dataset: NCI-60 drug combinations with 297,098 pairs across 59 cell lines. Task: Regression. Given two drug SMILES strings and cell line genomic features, predict the synergy score measuring deviation from expected non-interaction effect. (1) Drug 1: C1CN1P(=S)(N2CC2)N3CC3. Drug 2: CN1C2=C(C=C(C=C2)N(CCCl)CCCl)N=C1CCCC(=O)O.Cl. Cell line: SN12C. Synergy scores: CSS=12.5, Synergy_ZIP=-4.56, Synergy_Bliss=1.93, Synergy_Loewe=-10.2, Synergy_HSA=0.471. (2) Drug 1: CC1=C2C(C(=O)C3(C(CC4C(C3C(C(C2(C)C)(CC1OC(=O)C(C(C5=CC=CC=C5)NC(=O)C6=CC=CC=C6)O)O)OC(=O)C7=CC=CC=C7)(CO4)OC(=O)C)O)C)OC(=O)C. Drug 2: CC1CCC2CC(C(=CC=CC=CC(CC(C(=O)C(C(C(=CC(C(=O)CC(OC(=O)C3CCCCN3C(=O)C(=O)C1(O2)O)C(C)CC4CCC(C(C4)OC)OCCO)C)C)O)OC)C)C)C)OC. Cell line: OVCAR3. Synergy scores: CSS=34.2, Synergy_ZIP=-0.0140, Synergy_Bliss=-3.51, Synergy_Loewe=-7.31, Synergy_HSA=-1.22. (3) Drug 1: CNC(=O)C1=CC=CC=C1SC2=CC3=C(C=C2)C(=NN3)C=CC4=CC=CC=N4. Drug 2: C1=CC(=C2C(=C1NCCNCCO)C(=O)C3=C(C=CC(=C3C2=O)O)O)NCCNCCO. Cell line: A498. Synergy scores: CSS=37.9, Synergy_ZIP=2.05, Synergy_Bliss=3.63, Synergy_Loewe=-5.69, Synergy_HSA=5.86. (4) Drug 1: CC12CCC3C(C1CCC2=O)CC(=C)C4=CC(=O)C=CC34C. Drug 2: CCC1(CC2CC(C3=C(CCN(C2)C1)C4=CC=CC=C4N3)(C5=C(C=C6C(=C5)C78CCN9C7C(C=CC9)(C(C(C8N6C=O)(C(=O)OC)O)OC(=O)C)CC)OC)C(=O)OC)O.OS(=O)(=O)O. Cell line: MDA-MB-231. Synergy scores: CSS=51.2, Synergy_ZIP=-0.691, Synergy_Bliss=4.15, Synergy_Loewe=-7.92, Synergy_HSA=4.19.